Predict the reaction yield, written as a fraction of the theoretical maximum amount of product (1.0 means a 100% yield; for example, 0.34 means a 34% yield). From a dataset of Reaction yield outcomes from USPTO patents with 853,638 reactions. (1) The reactants are [C:1]([O:4][C@@H:5]1[C@@H:10]([O:11][C:12](=[O:14])[CH3:13])[C@H:9]([O:15][C:16](=[O:18])[CH3:17])[C@@H:8]([O:19]/[C:20](/[C:29]([O:31][CH2:32][CH3:33])=[O:30])=[CH:21]\[C:22]2[CH:27]=[CH:26][CH:25]=[CH:24][C:23]=2F)[O:7][C@H:6]1[CH2:34][O:35][C:36](=[O:38])[CH3:37])(=[O:3])[CH3:2].[Br:39]C1C=CC=CC=1CC(=O)C(OCC)=O.[H-].[Na+].[Br-].C(O[C@@H]1[C@@H](OC(=O)C)[C@@H](OC(=O)C)[C@@H](COC(=O)C)O[C@@H]1O)(=O)C. No catalyst specified. The product is [C:1]([O:4][C@H:5]1[C@@H:10]([O:11][C:12](=[O:14])[CH3:13])[C@H:9]([O:15][C:16](=[O:18])[CH3:17])[C@@H:8]([O:19]/[C:20](/[C:29]([O:31][CH2:32][CH3:33])=[O:30])=[CH:21]\[C:22]2[CH:27]=[CH:26][CH:25]=[CH:24][C:23]=2[Br:39])[O:7][C@H:6]1[CH2:34][O:35][C:36](=[O:38])[CH3:37])(=[O:3])[CH3:2]. The yield is 0.240. (2) The reactants are [CH2:1]([O:3][C:4](=[O:12])[C:5]1[CH:10]=[CH:9][C:8]([NH2:11])=[CH:7][CH:6]=1)[CH3:2].[Br:13][C:14]1[CH:15]=[C:16]([CH:19]=[C:20]([Cl:22])[CH:21]=1)[CH:17]=O. The catalyst is C(O)C. The product is [CH2:1]([O:3][C:4](=[O:12])[C:5]1[CH:10]=[CH:9][C:8]([N:11]=[CH:17][C:16]2[CH:19]=[C:20]([Cl:22])[CH:21]=[C:14]([Br:13])[CH:15]=2)=[CH:7][CH:6]=1)[CH3:2]. The yield is 0.350. (3) The reactants are [CH3:1][CH:2]([C:4]([O:6][C:7]1[CH:8]=[CH:9][C:10]([CH2:29][OH:30])=[CH:11][C:12]=1[C@@H:13]([C:23]1[CH:24]=[CH:25][CH:26]=[CH:27][CH:28]=1)[CH2:14][CH2:15][N:16]([CH:20]([CH3:22])[CH3:21])[CH:17]([CH3:19])[CH3:18])=[O:5])[CH3:3].ClC1C=CC=CC=1C(O)C([O-])=O.[OH-].[Na+].[C:45]([OH:52])(=[O:51])/[CH:46]=[CH:47]/[C:48]([OH:50])=[O:49].C(OC(C)C)(C)C. The catalyst is O. The product is [CH3:3][CH:2]([C:4]([O:6][C:7]1[CH:8]=[CH:9][C:10]([CH2:29][OH:30])=[CH:11][C:12]=1[C@@H:13]([C:23]1[CH:28]=[CH:27][CH:26]=[CH:25][CH:24]=1)[CH2:14][CH2:15][N:16]([CH:20]([CH3:21])[CH3:22])[CH:17]([CH3:18])[CH3:19])=[O:5])[CH3:1].[CH:46](/[C:45]([OH:52])=[O:51])=[CH:47]\[C:48]([OH:50])=[O:49]. The yield is 1.000. (4) The reactants are [Cl:1][CH2:2][CH2:3][C:4](Cl)=[O:5].[CH3:7][C:8]1([CH3:18])[C:16]2[C:11](=[CH:12][CH:13]=[CH:14][CH:15]=2)[NH:10][C:9]1=[O:17].[Cl-].[Cl-].[Cl-].[Al+3]. The catalyst is C(=S)=S. The product is [Cl:1][CH2:2][CH2:3][C:4]([C:14]1[CH:15]=[C:16]2[C:11](=[CH:12][CH:13]=1)[NH:10][C:9](=[O:17])[C:8]2([CH3:18])[CH3:7])=[O:5]. The yield is 0.990. (5) The reactants are [C:1]([NH:5][C:6]1[C:7]([CH3:27])=[N:8][C:9]2[C:14]([N:15]=1)=[C:13]([C:16]1[NH:20][N:19]=[C:18]([C:21]([NH:23][CH2:24][CH2:25]Cl)=[O:22])[CH:17]=1)[CH:12]=[CH:11][CH:10]=2)([CH3:4])([CH3:3])[CH3:2].C([O-])([O-])=O.[K+].[K+].CN(C=O)C. The catalyst is C(#N)C. The product is [C:1]([NH:5][C:6]1[C:7]([CH3:27])=[N:8][C:9]2[C:14]([N:15]=1)=[C:13]([C:16]1[CH:17]=[C:18]3[C:21](=[O:22])[NH:23][CH2:24][CH2:25][N:19]3[N:20]=1)[CH:12]=[CH:11][CH:10]=2)([CH3:4])([CH3:3])[CH3:2]. The yield is 0.350. (6) The reactants are [NH2:1][OH:2].[C:3]([C:5]1[CH:21]=[CH:20][C:8]([CH2:9][N:10]([CH3:19])[CH2:11][C:12]([O:14][C:15]([CH3:18])([CH3:17])[CH3:16])=[O:13])=[CH:7][CH:6]=1)#[N:4]. The catalyst is CCO.O. The product is [NH2:4][C:3](=[N:1][OH:2])[C:5]1[CH:6]=[CH:7][C:8]([CH2:9][N:10]([CH3:19])[CH2:11][C:12]([O:14][C:15]([CH3:16])([CH3:17])[CH3:18])=[O:13])=[CH:20][CH:21]=1. The yield is 0.950. (7) The reactants are [NH2:1][C:2]1[CH:19]=[CH:18][C:5]([O:6][C:7]2[C:16]3[N:15]=[CH:14][C:13](=[O:17])[NH:12][C:11]=3[N:10]=[CH:9][CH:8]=2)=[CH:4][C:3]=1[F:20].[F:21][C:22]([F:34])([F:33])[C:23]1[CH:24]=[C:25]([N:30]=[C:31]=[O:32])[CH:26]=[CH:27][C:28]=1[Cl:29]. No catalyst specified. The product is [Cl:29][C:28]1[CH:27]=[CH:26][C:25]([NH:30][C:31]([NH:1][C:2]2[CH:19]=[CH:18][C:5]([O:6][C:7]3[C:16]4[N:15]=[CH:14][C:13](=[O:17])[NH:12][C:11]=4[N:10]=[CH:9][CH:8]=3)=[CH:4][C:3]=2[F:20])=[O:32])=[CH:24][C:23]=1[C:22]([F:21])([F:33])[F:34]. The yield is 0.880. (8) The reactants are [O:1]1[CH:5]=[CH:4][CH:3]=[C:2]1[C:6]1[N:11]=[C:10]2[NH:12][N:13]=[CH:14][C:9]2=[CH:8][C:7]=1[C:15]1[CH:20]=[CH:19][N:18]=[C:17](S(C)(=O)=O)[N:16]=1.[H-].[Na+].Cl.[CH2:28]([OH:30])[CH3:29]. The catalyst is O. The product is [CH2:28]([O:30][C:17]1[N:16]=[C:15]([C:7]2[CH:8]=[C:9]3[CH:14]=[N:13][NH:12][C:10]3=[N:11][C:6]=2[C:2]2[O:1][CH:5]=[CH:4][CH:3]=2)[CH:20]=[CH:19][N:18]=1)[CH3:29]. The yield is 0.440. (9) The reactants are Br[CH2:2][CH2:3][N:4]1[C:8]([CH2:9]Br)=[CH:7][C:6]([N+:11]([O-:13])=[O:12])=[N:5]1.[NH3:14]. The catalyst is C1COCC1. The product is [N+:11]([C:6]1[CH:7]=[C:8]2[CH2:9][NH:14][CH2:2][CH2:3][N:4]2[N:5]=1)([O-:13])=[O:12]. The yield is 0.760. (10) The reactants are [CH3:1][C:2]([CH3:33])=[CH:3][CH2:4][CH2:5][C@:6]([OH:32])([C@@H:8]1[C@H:12]2[C@H:13]([OH:30])[CH2:14][C@@H:15]3[C@@:20]4([CH3:28])[CH2:21][CH2:22][C@@H:23]([OH:27])[C:24]([CH3:26])([CH3:25])[CH:19]4[CH2:18][CH2:17][C@@:16]3([CH3:29])[C@@:11]2([CH3:31])[CH2:10][CH2:9]1)[CH3:7].C(OC(=O)C)(=O)C. The catalyst is N1C=CC=CC=1. The product is [CH3:1][C:2]([CH3:33])=[CH:3][CH2:4][CH2:5][C@:6]([OH:32])([C@@H:8]1[C@H:12]2[C@H:13]([OH:30])[CH2:14][C@@H:15]3[C@@:20]4([CH3:28])[CH2:21][CH2:22][C@H:23]([OH:27])[C:24]([CH3:25])([CH3:26])[C@@H:19]4[CH2:18][CH2:17][C@@:16]3([CH3:29])[C@:11]2([CH3:31])[CH2:10][CH2:9]1)[CH3:7]. The yield is 0.600.